Dataset: Reaction yield outcomes from USPTO patents with 853,638 reactions. Task: Predict the reaction yield, written as a fraction of the theoretical maximum amount of product (1.0 means a 100% yield; for example, 0.34 means a 34% yield). (1) The reactants are [CH2:1]([NH:3][C:4](=[O:6])[O-:5])[CH3:2].O[C:8]1[C:9]([Cl:21])=[CH:10][C:11]2[CH:12]([CH3:20])[CH:13]3[CH2:17][NH:16][CH2:15][CH:14]3[C:18]=2[CH:19]=1.C1(P(C2C=CC=CC=2)CCCP(C2C=CC=CC=2)C2C=CC=CC=2)C=CC=CC=1.CCN(CC)CC. The catalyst is CO.CS(C)=O.CCOC(C)=O.C([O-])(=O)C.[Pd+2].C([O-])(=O)C. The product is [CH2:1]([NH:3][C:4](=[O:5])[O-:6])[CH3:2].[Cl:21][C:9]1[CH:8]=[CH:19][C:18]2[CH:14]3[CH2:15][NH:16][CH2:17][CH:13]3[CH:12]([CH3:20])[C:11]=2[CH:10]=1. The yield is 0.350. (2) The reactants are Br[C:2]1[CH:23]=[CH:22][C:5]([C:6]([NH:8][S:9]([C:12]2[CH:17]=[CH:16][CH:15]=[CH:14][C:13]=2[S:18](=[O:21])(=[O:20])[NH2:19])(=[O:11])=[O:10])=[O:7])=[C:4]([F:24])[C:3]=1[O:25][CH3:26].[C:27]([CH:29]1[CH2:33][CH2:32][CH2:31][CH2:30]1)#[CH:28]. No catalyst specified. The product is [CH:29]1([C:27]#[C:28][C:2]2[CH:23]=[CH:22][C:5]([C:6]([NH:8][S:9]([C:12]3[CH:17]=[CH:16][CH:15]=[CH:14][C:13]=3[S:18](=[O:21])(=[O:20])[NH2:19])(=[O:11])=[O:10])=[O:7])=[C:4]([F:24])[C:3]=2[O:25][CH3:26])[CH2:33][CH2:32][CH2:31][CH2:30]1. The yield is 0.0900. (3) The reactants are [NH:1]1[CH2:6][CH2:5][C:4]2([C:14]3[C:9](=[CH:10][CH:11]=[CH:12][CH:13]=3)[CH:8]=[CH:7]2)[CH2:3][CH2:2]1.C(O[O:19][C:20]1[CH:25]=[CH:24][CH:23]=[CH:22][C:21]=1[C:26]([F:29])([F:28])[F:27])(=O)C.C(N([CH2:35][CH3:36])CC)C.C1CN([P+]([O:53]N2N=NC3C=CC=CC2=3)(N2CCCC2)N2CCCC2)CC1.F[P-](F)(F)(F)(F)F. The catalyst is ClCCl.O. The product is [N:1]1([C:35](=[O:53])[CH2:36][O:19][C:20]2[CH:25]=[CH:24][CH:23]=[CH:22][C:21]=2[C:26]([F:27])([F:28])[F:29])[CH2:6][CH2:5][C:4]2([C:14]3[C:9](=[CH:10][CH:11]=[CH:12][CH:13]=3)[CH:8]=[CH:7]2)[CH2:3][CH2:2]1. The yield is 0.648. (4) The product is [CH:1]1([C:7]2[C:8]3[CH:9]=[CH:10][CH:11]=[CH:12][C:13]=3[N:14]3[C:21]=2[C:20]2=[C:37]([C:35]([O:34][CH3:33])=[O:36])[CH:23]=[CH:24][CH:25]=[C:19]2[O:18][CH2:17][CH:16]([CH:26]=[O:27])[CH2:15]3)[CH2:2][CH2:3][CH2:4][CH2:5][CH2:6]1. The catalyst is C(Cl)Cl. The yield is 0.980. The reactants are [CH:1]1([C:7]2[C:8]3[CH:9]=[CH:10][C:11](C(OC)=O)=[CH:12][C:13]=3[N:14]3[C:21]=2[C:20]2C=[CH:23][CH:24]=[CH:25][C:19]=2[O:18][CH2:17][CH:16]([CH2:26][OH:27])[CH2:15]3)[CH2:6][CH2:5][CH2:4][CH2:3][CH2:2]1.C[CH2:33][O:34][C:35]([CH3:37])=[O:36]. (5) The reactants are C(Cl)CCl.[CH3:5][NH:6][CH2:7][C:8]1[NH:9][C:10]2[C:15]([C:16]=1[CH3:17])=[CH:14][CH:13]=[CH:12][CH:11]=2.Cl.[O:19]=[C:20]1[CH2:25][O:24][C:23]2[CH:26]=[C:27](/[CH:30]=[CH:31]/[C:32](O)=[O:33])[CH:28]=[N:29][C:22]=2[NH:21]1.C1C=CC2N(O)N=NC=2C=1.CCN(C(C)C)C(C)C. The catalyst is CN(C=O)C.O. The product is [CH3:5][N:6]([CH2:7][C:8]1[NH:9][C:10]2[C:15]([C:16]=1[CH3:17])=[CH:14][CH:13]=[CH:12][CH:11]=2)[C:32](=[O:33])/[CH:31]=[CH:30]/[C:27]1[CH:28]=[N:29][C:22]2[NH:21][C:20](=[O:19])[CH2:25][O:24][C:23]=2[CH:26]=1. The yield is 0.0400.